Dataset: Full USPTO retrosynthesis dataset with 1.9M reactions from patents (1976-2016). Task: Predict the reactants needed to synthesize the given product. Given the product [C:1]([C:4]1[O:5][C:6]2[C:12]([O:13][CH3:14])=[CH:11][CH:10]=[C:9]([N+:15]([O-:17])=[O:16])[C:7]=2[CH:8]=1)(=[O:3])[CH3:2], predict the reactants needed to synthesize it. The reactants are: [C:1]([C:4]1[O:5][C:6]2[C:12]([O:13][CH3:14])=[CH:11][CH:10]=[CH:9][C:7]=2[CH:8]=1)(=[O:3])[CH3:2].[N+:15]([O-])([OH:17])=[O:16].C(=O)([O-])[O-].[Na+].[Na+].